From a dataset of Rat liver microsome stability data. Regression/Classification. Given a drug SMILES string, predict its absorption, distribution, metabolism, or excretion properties. Task type varies by dataset: regression for continuous measurements (e.g., permeability, clearance, half-life) or binary classification for categorical outcomes (e.g., BBB penetration, CYP inhibition). Dataset: rlm. (1) The drug is Cc1c[nH]c2c(Nc3nc(N[C@@H]4CCCC[C@@H]4N)cc4ccnc(O)c34)cccc12. The result is 1 (stable in rat liver microsomes). (2) The compound is CCNC(=O)c1noc(-c2cc(C(C)C)c(O)cc2O)c1-c1ccc(CN2CCOCC2)cc1. The result is 1 (stable in rat liver microsomes). (3) The compound is C[C@@H]1CCCN1CCCOc1ccc(C(=O)CN2CCOCC2)cc1. The result is 0 (unstable in rat liver microsomes). (4) The drug is O=C(CSc1nc(-c2ccc(F)cc2)[nH]c1-c1ccc(F)cc1)Nc1ccc2c(c1)OCCO2. The result is 1 (stable in rat liver microsomes). (5) The drug is Nc1nc2c(s1)C(c1ccccc1)CC(=O)N2. The result is 0 (unstable in rat liver microsomes). (6) The molecule is CC(=O)c1ccc(NS(=O)(=O)c2cccc(NC(=O)c3[nH]c(C)c(C(C)=O)c3C)c2)cc1. The result is 1 (stable in rat liver microsomes). (7) The result is 1 (stable in rat liver microsomes). The drug is CNC(=O)[C@@H](NC(=O)c1ccc(-c2ccc(CNc3nc(O)c4c(n3)CCC4)c(F)c2)o1)C(C)C.